This data is from Full USPTO retrosynthesis dataset with 1.9M reactions from patents (1976-2016). The task is: Predict the reactants needed to synthesize the given product. (1) Given the product [Cl:43][C:27]1[CH:26]=[C:25]([CH:30]=[CH:29][C:28]=1[O:31][CH2:32][C:33]1[CH:42]=[CH:41][C:40]2[C:35](=[CH:36][CH:37]=[CH:38][CH:39]=2)[N:34]=1)[C:24]([OH:44])=[O:23], predict the reactants needed to synthesize it. The reactants are: N1C2C(=CC=CC=2)C=CC=1COC1C=CC(C(O)=O)=CC=1.C[O:23][C:24](=[O:44])[C:25]1[CH:30]=[CH:29][C:28]([O:31][CH2:32][C:33]2[CH:42]=[CH:41][C:40]3[C:35](=[CH:36][CH:37]=[CH:38][CH:39]=3)[N:34]=2)=[C:27]([Cl:43])[CH:26]=1. (2) Given the product [CH3:40][C:3]([CH3:39])([O:4][C:5]1[CH:10]=[CH:9][C:8]([N:11]2[C:16](=[O:17])[C:15]([CH2:18][C:19]3[CH:24]=[CH:23][C:22]([C:25]4[C:26]([C:31]#[N:32])=[CH:27][CH:28]=[CH:29][CH:30]=4)=[CH:21][CH:20]=3)=[C:14]([CH2:33][CH2:34][CH3:35])[N:13]3[N:36]=[CH:37][N:38]=[C:12]23)=[CH:7][CH:6]=1)[CH:2]=[O:1], predict the reactants needed to synthesize it. The reactants are: [OH:1][CH2:2][C:3]([CH3:40])([CH3:39])[O:4][C:5]1[CH:10]=[CH:9][C:8]([N:11]2[C:16](=[O:17])[C:15]([CH2:18][C:19]3[CH:24]=[CH:23][C:22]([C:25]4[C:26]([C:31]#[N:32])=[CH:27][CH:28]=[CH:29][CH:30]=4)=[CH:21][CH:20]=3)=[C:14]([CH2:33][CH2:34][CH3:35])[N:13]3[N:36]=[CH:37][N:38]=[C:12]23)=[CH:7][CH:6]=1.CC(OI1(OC(C)=O)(OC(C)=O)OC(=O)C2C1=CC=CC=2)=O.C(OCC)(=O)C.S([O-])([O-])(=O)=S.[Na+].[Na+]. (3) Given the product [CH3:46][O:47][C:48]1[CH:49]=[C:50]([CH:53]=[CH:54][C:55]=1[O:56][CH3:57])[CH2:51][NH:52][C:3](=[O:5])[C:2]([C:7]1[CH:12]=[CH:11][CH:10]=[CH:9][CH:8]=1)([CH3:1])[CH3:6], predict the reactants needed to synthesize it. The reactants are: [CH3:1][C:2]([C:7]1[CH:12]=[CH:11][CH:10]=[CH:9][CH:8]=1)([CH3:6])[C:3]([OH:5])=O.C(N(CC)C(C)C)(C)C.F[P-](F)(F)(F)(F)F.N1(OC(N(C)C)=[N+](C)C)C2N=CC=CC=2N=N1.[CH3:46][O:47][C:48]1[CH:49]=[C:50]([CH:53]=[CH:54][C:55]=1[O:56][CH3:57])[CH2:51][NH2:52]. (4) Given the product [CH:22]1([N:25]2[C:29]([C:30]([F:32])([F:31])[F:33])=[C:28]([CH2:34][C:35]([NH:1][C:2]3[CH:7]=[N:6][CH:5]=[C:4]([C:8]([C:10]4[C:18]5[CH:17]=[N:16][CH:15]=[N:14][C:13]=5[N:12]([CH:19]([CH3:21])[CH3:20])[CH:11]=4)=[O:9])[CH:3]=3)=[O:36])[CH:27]=[N:26]2)[CH2:23][CH2:24]1, predict the reactants needed to synthesize it. The reactants are: [NH2:1][C:2]1[CH:3]=[C:4]([C:8]([C:10]2[C:18]3[CH:17]=[N:16][CH:15]=[N:14][C:13]=3[N:12]([CH:19]([CH3:21])[CH3:20])[CH:11]=2)=[O:9])[CH:5]=[N:6][CH:7]=1.[CH:22]1([N:25]2[C:29]([C:30]([F:33])([F:32])[F:31])=[C:28]([CH2:34][C:35](O)=[O:36])[CH:27]=[N:26]2)[CH2:24][CH2:23]1.CCCP(O)(O)=O. (5) Given the product [NH2:12][CH2:11][C@@H:10]([NH:23][C:24]1[S:25][C:28]([C:30]2[CH:31]=[C:32]3[C:37](=[CH:38][CH:39]=2)[CH:36]=[N:35][CH:34]=[CH:33]3)=[N:27][N:26]=1)[CH2:9][C:3]1[CH:4]=[CH:5][C:6]([Cl:8])=[CH:7][C:2]=1[Cl:1], predict the reactants needed to synthesize it. The reactants are: [Cl:1][C:2]1[CH:7]=[C:6]([Cl:8])[CH:5]=[CH:4][C:3]=1[CH2:9][C@H:10]([NH:23][C:24]([NH:26][NH:27][C:28]([C:30]1[CH:31]=[C:32]2[C:37](=[CH:38][CH:39]=1)[CH:36]=[N:35][CH:34]=[CH:33]2)=O)=[S:25])[CH2:11][N:12]1C(=O)C2C=CC=CC=2C1=O.N[C@@H](CC1C=CC(Cl)=CC=1Cl)CN1C(=O)C2C=CC=CC=2C1=O. (6) Given the product [CH3:18][O:17][C:14]1[C:13]([NH2:19])=[CH:12][C:11]([C:9]2[O:10][C:3]3[C:2]([C:23]4[CH:24]=[C:25]([CH3:29])[C:26]([O:27][CH3:28])=[C:21]([CH3:20])[CH:22]=4)=[CH:7][N:6]=[CH:5][C:4]=3[CH:8]=2)=[CH:16][N:15]=1, predict the reactants needed to synthesize it. The reactants are: I[C:2]1[C:3]2[O:10][C:9]([C:11]3[CH:12]=[C:13]([NH2:19])[C:14]([O:17][CH3:18])=[N:15][CH:16]=3)=[CH:8][C:4]=2[CH:5]=[N:6][CH:7]=1.[CH3:20][C:21]1[CH:22]=[C:23](B(O)O)[CH:24]=[C:25]([CH3:29])[C:26]=1[O:27][CH3:28].C(=O)([O-])[O-].[Na+].[Na+].